From a dataset of Full USPTO retrosynthesis dataset with 1.9M reactions from patents (1976-2016). Predict the reactants needed to synthesize the given product. (1) Given the product [Br:1][C:2]1[CH:3]=[C:4]([C@@H:8]([NH:9][S@@:10]([C:12]([CH3:15])([CH3:14])[CH3:13])=[O:11])[CH2:18][CH:17]=[CH2:16])[CH:5]=[CH:6][CH:7]=1, predict the reactants needed to synthesize it. The reactants are: [Br:1][C:2]1[CH:3]=[C:4](/[CH:8]=[N:9]/[S@@:10]([C:12]([CH3:15])([CH3:14])[CH3:13])=[O:11])[CH:5]=[CH:6][CH:7]=1.[CH2:16](Br)[CH:17]=[CH2:18].[In]. (2) The reactants are: [P:1](Cl)(Cl)([O:3][C:4]1[CH:9]=[CH:8][CH:7]=[CH:6][CH:5]=1)=[O:2].Cl.[NH2:13][C@@H:14]([CH3:22])[C:15]([O:17][CH2:18][CH2:19][CH2:20][CH3:21])=[O:16].C(N(CC)CC)C.[N+:30]([C:33]1[CH:38]=[CH:37][C:36]([OH:39])=[CH:35][CH:34]=1)([O-:32])=[O:31]. Given the product [N+:30]([C:33]1[CH:38]=[CH:37][C:36]([O:39][P:1]([NH:13][C@@H:14]([CH3:22])[C:15]([O:17][CH2:18][CH2:19][CH2:20][CH3:21])=[O:16])([O:3][C:4]2[CH:9]=[CH:8][CH:7]=[CH:6][CH:5]=2)=[O:2])=[CH:35][CH:34]=1)([O-:32])=[O:31], predict the reactants needed to synthesize it. (3) Given the product [Cl:1][C:2]1[CH:3]=[CH:4][C:5]([C:8]2[C:17](=[O:18])[C:16]3[C:11](=[CH:12][CH:13]=[N:14][C:15]=3[NH:19][CH2:20][C:21]3[CH:22]=[CH:23][CH:24]=[CH:25][CH:26]=3)[N:10]([CH2:32][CH:29]3[CH2:31][CH2:30]3)[CH:9]=2)=[CH:6][CH:7]=1, predict the reactants needed to synthesize it. The reactants are: [Cl:1][C:2]1[CH:7]=[CH:6][C:5]([C:8]2[C:17](=[O:18])[C:16]3[C:11](=[CH:12][CH:13]=[N:14][C:15]=3[NH:19][CH2:20][C:21]3[CH:26]=[CH:25][CH:24]=[CH:23][CH:22]=3)[NH:10][CH:9]=2)=[CH:4][CH:3]=1.IC.[CH:29]1([CH2:32]Br)[CH2:31][CH2:30]1.